Dataset: Full USPTO retrosynthesis dataset with 1.9M reactions from patents (1976-2016). Task: Predict the reactants needed to synthesize the given product. (1) Given the product [CH2:9]([O:11][CH:12]([CH2:15]/[N:16]=[CH:1]/[C:25]1[NH:24][CH:28]=[CH:27][CH:26]=1)[CH2:13]/[N:14]=[CH:22]/[C:18]1[NH:17][CH:21]=[CH:20][CH:19]=1)[CH3:10], predict the reactants needed to synthesize it. The reactants are: [C:1](=O)([O-])[O-].[Na+].[Na+].Cl.Cl.[CH2:9]([O:11][CH:12]([CH2:15][NH2:16])[CH2:13][NH2:14])[CH3:10].[NH:17]1[CH:21]=[CH:20][CH:19]=[C:18]1[CH:22]=O.[NH:24]1[CH:28]=[CH:27][CH:26]=[CH:25]1. (2) Given the product [OH:1][C:2]1[CH:22]=[CH:21][CH:20]=[CH:19][C:3]=1[C:4]1[O:18][C@@H:16]([CH3:17])[C@@H:7]([C:8]([N:10]2[CH2:15][CH2:14][O:13][CH2:12][CH2:11]2)=[O:9])[N:6]=1, predict the reactants needed to synthesize it. The reactants are: [OH:1][C:2]1[CH:22]=[CH:21][CH:20]=[CH:19][C:3]=1[C:4]([NH:6][C@@H:7]([C@H:16]([OH:18])[CH3:17])[C:8]([N:10]1[CH2:15][CH2:14][O:13][CH2:12][CH2:11]1)=[O:9])=O.S(Cl)(Cl)=O. (3) Given the product [Br:1][C:2]1[CH:3]=[C:4]([CH:9]=[C:10]([CH2:12][C:14]#[N:15])[CH:11]=1)[C:5]([O:7][CH3:8])=[O:6], predict the reactants needed to synthesize it. The reactants are: [Br:1][C:2]1[CH:3]=[C:4]([CH:9]=[C:10]([CH2:12]Cl)[CH:11]=1)[C:5]([O:7][CH3:8])=[O:6].[C-:14]#[N:15].[Na+]. (4) Given the product [CH2:13]([C:17]1[N:18]=[C:19]([CH3:42])[N:20]([CH:39]([CH3:41])[CH3:40])[C:21](=[O:38])[C:22]=1[CH2:23][C:24]1[CH:29]=[CH:28][C:27]([C:30]2[CH:35]=[CH:34][CH:33]=[CH:32][C:31]=2[C:36]2[NH:3][C:4](=[O:7])[O:5][N:37]=2)=[CH:26][CH:25]=1)[CH2:14][CH2:15][CH3:16], predict the reactants needed to synthesize it. The reactants are: [Cl-].O[NH3+:3].[C:4](=[O:7])([O-])[OH:5].[Na+].CS(C)=O.[CH2:13]([C:17]1[N:18]=[C:19]([CH3:42])[N:20]([CH:39]([CH3:41])[CH3:40])[C:21](=[O:38])[C:22]=1[CH2:23][C:24]1[CH:29]=[CH:28][C:27]([C:30]2[C:31]([C:36]#[N:37])=[CH:32][CH:33]=[CH:34][CH:35]=2)=[CH:26][CH:25]=1)[CH2:14][CH2:15][CH3:16]. (5) Given the product [CH:1]1(/[C:7](=[N:44]\[O:45][CH3:46])/[CH2:8][N:9]2[C:14](=[O:15])[C:13]([CH2:16][C:17]3[CH:18]=[CH:19][C:20]([C:23]4[CH:28]=[CH:27][CH:26]=[CH:25][C:24]=4[C:29]4[NH:33][C:32](=[O:34])[O:31][N:30]=4)=[CH:21][CH:22]=3)=[C:12]([CH2:35][CH2:36][CH3:37])[N:11]3[N:38]=[C:39]([CH3:41])[N:40]=[C:10]23)[CH2:6][CH2:5][CH2:4][CH2:3][CH2:2]1, predict the reactants needed to synthesize it. The reactants are: [CH:1]1([C:7](=O)[CH2:8][N:9]2[C:14](=[O:15])[C:13]([CH2:16][C:17]3[CH:22]=[CH:21][C:20]([C:23]4[CH:28]=[CH:27][CH:26]=[CH:25][C:24]=4[C:29]4[NH:33][C:32](=[O:34])[O:31][N:30]=4)=[CH:19][CH:18]=3)=[C:12]([CH2:35][CH2:36][CH3:37])[N:11]3[N:38]=[C:39]([CH3:41])[N:40]=[C:10]23)[CH2:6][CH2:5][CH2:4][CH2:3][CH2:2]1.Cl.[NH2:44][O:45][CH3:46].N1C=CC=CC=1.Cl.